This data is from Catalyst prediction with 721,799 reactions and 888 catalyst types from USPTO. The task is: Predict which catalyst facilitates the given reaction. (1) Reactant: [Cl:1][C:2]1[CH:22]=[CH:21][C:5]([C:6]([CH:8]2[CH2:13][CH2:12][N:11]([C:14]([O:16][C:17]([CH3:20])([CH3:19])[CH3:18])=[O:15])[CH2:10][CH2:9]2)=[O:7])=[CH:4][CH:3]=1.[BH4-].[Na+]. Product: [Cl:1][C:2]1[CH:3]=[CH:4][C:5]([CH:6]([OH:7])[CH:8]2[CH2:9][CH2:10][N:11]([C:14]([O:16][C:17]([CH3:19])([CH3:18])[CH3:20])=[O:15])[CH2:12][CH2:13]2)=[CH:21][CH:22]=1. The catalyst class is: 8. (2) Reactant: Br[C:2]1[CH:7]=[CH:6][C:5]([NH:8][C:9](=[O:22])[NH:10][C:11]2[CH:21]=[CH:20][C:14]([C:15]([N:17]([CH3:19])[CH3:18])=[O:16])=[CH:13][CH:12]=2)=[CH:4][C:3]=1[F:23].[B:24]1([B:24]2[O:28][C:27]([CH3:30])([CH3:29])[C:26]([CH3:32])([CH3:31])[O:25]2)[O:28][C:27]([CH3:30])([CH3:29])[C:26]([CH3:32])([CH3:31])[O:25]1.CC([O-])=O.[K+].C(Cl)Cl. Product: [F:23][C:3]1[CH:4]=[C:5]([NH:8][C:9](=[O:22])[NH:10][C:11]2[CH:21]=[CH:20][C:14]([C:15]([N:17]([CH3:19])[CH3:18])=[O:16])=[CH:13][CH:12]=2)[CH:6]=[CH:7][C:2]=1[B:24]1[O:28][C:27]([CH3:30])([CH3:29])[C:26]([CH3:32])([CH3:31])[O:25]1. The catalyst class is: 12. (3) Reactant: [CH3:1][O:2][C:3]1[CH:4]=[C:5]([C:9]2([C:15]#[N:16])[CH2:14][CH2:13][NH:12][CH2:11][CH2:10]2)[CH:6]=[CH:7][CH:8]=1.[C:17]([O:21][C:22]([N:24]1[CH2:29][CH2:28][C:27](=O)[CH2:26][CH2:25]1)=[O:23])([CH3:20])([CH3:19])[CH3:18].C(O[BH-](OC(=O)C)OC(=O)C)(=O)C.[Na+].C(=O)(O)[O-].[Na+]. Product: [C:15]([C:9]1([C:5]2[CH:6]=[CH:7][CH:8]=[C:3]([O:2][CH3:1])[CH:4]=2)[CH2:14][CH2:13][N:12]([CH:27]2[CH2:28][CH2:29][N:24]([C:22]([O:21][C:17]([CH3:20])([CH3:19])[CH3:18])=[O:23])[CH2:25][CH2:26]2)[CH2:11][CH2:10]1)#[N:16]. The catalyst class is: 26.